Dataset: Full USPTO retrosynthesis dataset with 1.9M reactions from patents (1976-2016). Task: Predict the reactants needed to synthesize the given product. (1) Given the product [NH2:32][CH2:31][CH2:30][C:29]([NH:28][C:25]1[CH:26]=[C:27]2[C:22](=[CH:23][CH:24]=1)[N:21]=[CH:20][N:19]=[C:18]2[NH:17][C:4]1[CH:5]=[CH:6][C:7]([O:8][CH2:9][C:10]2[CH:15]=[CH:14][CH:13]=[C:12]([F:16])[CH:11]=2)=[C:2]([Cl:1])[CH:3]=1)=[O:38], predict the reactants needed to synthesize it. The reactants are: [Cl:1][C:2]1[CH:3]=[C:4]([NH:17][C:18]2[C:27]3[C:22](=[CH:23][CH:24]=[C:25]([NH:28][C:29](=[O:38])[CH2:30][CH2:31][NH:32]C(=O)COC)[CH:26]=3)[N:21]=[CH:20][N:19]=2)[CH:5]=[CH:6][C:7]=1[O:8][CH2:9][C:10]1[CH:15]=[CH:14][CH:13]=[C:12]([F:16])[CH:11]=1.C1(C(O)=O)CC1. (2) The reactants are: [Br:1][C:2]1[CH:3]=[C:4]2[C:8](=[CH:9][CH:10]=1)[NH:7][N:6]=[C:5]2[CH3:11].F[B-](F)(F)F.[CH3:17][O+](C)C.[OH-].[Na+]. Given the product [Br:1][C:2]1[CH:10]=[CH:9][C:8]2[C:4](=[C:5]([CH3:11])[N:6]([CH3:17])[N:7]=2)[CH:3]=1, predict the reactants needed to synthesize it. (3) Given the product [NH2:5][C:4]1[C:3]2[C:2](=[CH:9][CH:8]=[CH:7][C:6]=2[O:10][CH:11]([CH3:13])[CH3:12])[N:1]=[C:15]([CH3:22])[C:16]=1[C:17]([O:19][CH2:20][CH3:21])=[O:18], predict the reactants needed to synthesize it. The reactants are: [NH2:1][C:2]1[CH:9]=[CH:8][CH:7]=[C:6]([O:10][CH:11]([CH3:13])[CH3:12])[C:3]=1[C:4]#[N:5].O=[C:15]([CH3:22])[CH2:16][C:17]([O:19][CH2:20][CH3:21])=[O:18]. (4) Given the product [CH2:72]([C:66]12[CH2:67][CH2:68][C:69]3([CH2:8][O:71]3)[CH2:70][CH:65]1[CH2:64][CH2:63][CH2:39][C:33]1[C:25]2=[CH:24][C:23]2[CH:28]=[N:20][NH:21][C:22]=2[CH:34]=1)[CH3:73], predict the reactants needed to synthesize it. The reactants are: CS(C)=O.[H-].[Na+].[I-].[CH3:8][S+](C)(C)=O.FC1C=CC([N:20]2[C:28]3[C:23](=[CH:24][C:25]4[C@@:33]5([CH2:39]C6C=CC=CN=6)[CH2:34]CC(=O)C[C@H]5CCCC=4C=3)[CH:22]=[N:21]2)=CC=1.FC1C=CC(N2C3C(=CC4[C@:66]5([CH2:72][C:73]6C=CC=CN=6)[CH2:67][CH2:68][C:69](=[O:71])[CH2:70][C@@H:65]5[CH2:64][CH2:63]CC=4C=3)C=N2)=CC=1. (5) Given the product [Br:1][C:2]1[CH:7]=[CH:6][C:5]([C:8]2[NH:12][C:11](=[O:13])[C:10]3([CH2:18][CH2:17][NH:16][CH2:15][CH2:14]3)[N:9]=2)=[CH:4][CH:3]=1.[ClH:26], predict the reactants needed to synthesize it. The reactants are: [Br:1][C:2]1[CH:7]=[CH:6][C:5]([C:8]2[NH:12][C:11](=[O:13])[C:10]3([CH2:18][CH2:17][N:16](C(OC(C)(C)C)=O)[CH2:15][CH2:14]3)[N:9]=2)=[CH:4][CH:3]=1.[ClH:26]. (6) Given the product [C:34]([C:31]1[CH:30]=[CH:29][C:28]([S:25]([N:12]2[C:11]3[CH:38]=[C:7]([C:4]([CH3:6])([CH3:5])[C:3]([OH:39])=[O:2])[CH:8]=[CH:9][C:10]=3[NH:16][C:15]3[N:17]=[C:18]([C:21]([F:23])([F:22])[F:24])[CH:19]=[CH:20][C:14]=3[CH2:13]2)(=[O:26])=[O:27])=[CH:33][CH:32]=1)([CH3:35])([CH3:36])[CH3:37], predict the reactants needed to synthesize it. The reactants are: C[O:2][C:3](=[O:39])[C:4]([C:7]1[CH:8]=[CH:9][C:10]2[NH:16][C:15]3[N:17]=[C:18]([C:21]([F:24])([F:23])[F:22])[CH:19]=[CH:20][C:14]=3[CH2:13][N:12]([S:25]([C:28]3[CH:33]=[CH:32][C:31]([C:34]([CH3:37])([CH3:36])[CH3:35])=[CH:30][CH:29]=3)(=[O:27])=[O:26])[C:11]=2[CH:38]=1)([CH3:6])[CH3:5].[Li+].[OH-]. (7) Given the product [CH3:31][C:10]1[CH:9]=[C:4]([CH:3]=[C:2]([CH3:1])[C:11]=1[CH2:12][C:13]1[CH:18]=[CH:17][C:16]([O:19][CH2:20][O:21][CH3:22])=[C:15]([CH2:23][C:24]2[CH:29]=[CH:28][C:27]([F:30])=[CH:26][CH:25]=2)[CH:14]=1)[CH2:5][OH:6], predict the reactants needed to synthesize it. The reactants are: [CH3:1][C:2]1[CH:3]=[C:4]([CH:9]=[C:10]([CH3:31])[C:11]=1[CH2:12][C:13]1[CH:18]=[CH:17][C:16]([O:19][CH2:20][O:21][CH3:22])=[C:15]([CH2:23][C:24]2[CH:29]=[CH:28][C:27]([F:30])=[CH:26][CH:25]=2)[CH:14]=1)[C:5](OC)=[O:6].[H-].C([Al+]CC(C)C)C(C)C.O.Cl.